From a dataset of Full USPTO retrosynthesis dataset with 1.9M reactions from patents (1976-2016). Predict the reactants needed to synthesize the given product. (1) Given the product [CH3:1][C:2]1[C:6]([C:7]2[CH:13]=[C:12]([NH2:14])[C:10]([NH2:11])=[C:9]([I:17])[CH:8]=2)=[C:5]([CH3:18])[O:4][N:3]=1, predict the reactants needed to synthesize it. The reactants are: [CH3:1][C:2]1[C:6]([C:7]2[CH:13]=[C:12]([N+:14]([O-])=O)[C:10]([NH2:11])=[C:9]([I:17])[CH:8]=2)=[C:5]([CH3:18])[O:4][N:3]=1.[Sn](Cl)Cl. (2) Given the product [CH:10]1[C:11]2[CH:12]([CH2:14][O:15][C:16](=[O:17])[NH:18][C@H:19]([C:20](=[O:21])[NH:35][CH2:36][CH2:37][CH2:38][CH2:39][CH2:40][CH2:41][NH2:42])[C:23]3[CH:28]=[CH:27][CH:26]=[CH:25][CH:24]=3)[C:13]3[C:5](=[CH:4][CH:3]=[CH:2][CH:1]=3)[C:6]=2[CH:7]=[CH:8][CH:9]=1, predict the reactants needed to synthesize it. The reactants are: [CH:1]1[C:13]2[CH:12]([CH2:14][O:15][C:16]([NH:18][C@@H:19]([C:23]3[CH:28]=[CH:27][CH:26]=[CH:25][CH:24]=3)[C:20](O)=[O:21])=[O:17])[C:11]3[C:6](=[CH:7][CH:8]=[CH:9][CH:10]=3)[C:5]=2[CH:4]=[CH:3][CH:2]=1.C(OC(=O)[NH:35][CH2:36][CH2:37][CH2:38][CH2:39][CH2:40][CH2:41][NH2:42])(C)(C)C. (3) Given the product [F:14][C:3]1[C:2]([C:17]2[N:16]([CH3:15])[C:20]([C:21]#[N:22])=[CH:19][CH:18]=2)=[CH:10][CH:9]=[C:8]2[C:4]=1[C:5]([CH3:13])([CH3:12])[C:6](=[O:11])[NH:7]2, predict the reactants needed to synthesize it. The reactants are: Br[C:2]1[C:3]([F:14])=[C:4]2[C:8](=[CH:9][CH:10]=1)[NH:7][C:6](=[O:11])[C:5]2([CH3:13])[CH3:12].[CH3:15][N:16]1[C:20]([C:21]#[N:22])=[CH:19][CH:18]=[C:17]1B(O)O.C(=O)([O-])[O-].[K+].[K+].Cl.